From a dataset of Peptide-MHC class I binding affinity with 185,985 pairs from IEDB/IMGT. Regression. Given a peptide amino acid sequence and an MHC pseudo amino acid sequence, predict their binding affinity value. This is MHC class I binding data. (1) The peptide sequence is PTNILDVKQ. The MHC is Mamu-B03 with pseudo-sequence Mamu-B03. The binding affinity (normalized) is 0. (2) The peptide sequence is YHSNVKEL. The MHC is Mamu-A2201 with pseudo-sequence Mamu-A2201. The binding affinity (normalized) is 0. (3) The peptide sequence is ETKGKRRLL. The MHC is HLA-B08:01 with pseudo-sequence HLA-B08:01. The binding affinity (normalized) is 0.176.